From a dataset of Full USPTO retrosynthesis dataset with 1.9M reactions from patents (1976-2016). Predict the reactants needed to synthesize the given product. (1) The reactants are: [CH3:1][O:2][C:3]1[CH:4]=[C:5]([CH:8]=[CH:9][C:10]=1[F:11])[CH:6]=O.FC1C=C2C(=CC=1)C=[N:18][CH:17]=[CH:16]2. Given the product [CH3:1][O:2][C:3]1[CH:4]=[C:5]2[C:8]([CH:16]=[CH:17][N:18]=[CH:6]2)=[CH:9][C:10]=1[F:11], predict the reactants needed to synthesize it. (2) Given the product [C:30]([O:29][C:28]([N:8]1[CH2:12][C@H:11]([CH2:13][C:14]2[CH:15]=[CH:16][CH:17]=[CH:18][CH:19]=2)[C@@H:10]([C:20]([OH:22])=[O:21])[CH2:9]1)=[O:34])([CH3:31])([CH3:32])[CH3:33], predict the reactants needed to synthesize it. The reactants are: C([N:8]1[CH2:12][C@H:11]([CH2:13][C:14]2[CH:19]=[CH:18][CH:17]=[CH:16][CH:15]=2)[C@@H:10]([C:20]([OH:22])=[O:21])[CH2:9]1)C1C=CC=CC=1.C(O[C:28](=[O:34])[O:29][C:30]([CH3:33])([CH3:32])[CH3:31])(C)(C)C. (3) Given the product [CH3:14][O:15][CH2:16][CH2:7][O:6][S:1]([O-:4])(=[O:2])=[O:3].[CH3:11][N+:10]1[CH:17]=[CH:16][N:13]([CH3:12])[CH:9]=1, predict the reactants needed to synthesize it. The reactants are: [S:1]([O:6][CH3:7])([O:4]C)(=[O:3])=[O:2].C[C:9]1[NH:10][CH:11]=[CH:12][N:13]=1.[CH3:14][O:15][CH2:16][CH2:17]O. (4) Given the product [CH2:34]([NH:38][C:39]([NH:41][C:2]1[N:7]=[CH:6][C:5]2[C:8]([CH:30]3[CH2:31][CH2:32][CH2:33]3)=[N:9][NH:10][C:4]=2[CH:3]=1)=[O:40])[CH2:35][CH2:36][CH3:37], predict the reactants needed to synthesize it. The reactants are: Cl[C:2]1[N:7]=[CH:6][C:5]2[C:8]([CH:30]3[CH2:33][CH2:32][CH2:31]3)=[N:9][N:10](C(C3C=CC=CC=3)(C3C=CC=CC=3)C3C=CC=CC=3)[C:4]=2[CH:3]=1.[CH2:34]([NH:38][C:39]([NH2:41])=[O:40])[CH2:35][CH2:36][CH3:37].CC1(C)C2C(=C(P(C3C=CC=CC=3)C3C=CC=CC=3)C=CC=2)OC2C(P(C3C=CC=CC=3)C3C=CC=CC=3)=CC=CC1=2.C([O-])([O-])=O.[Cs+].[Cs+].C(O)(C(F)(F)F)=O.